Dataset: Forward reaction prediction with 1.9M reactions from USPTO patents (1976-2016). Task: Predict the product of the given reaction. (1) Given the reactants [Cl:1][C:2]1[CH:3]=[C:4]([C:11]([CH3:13])=[CH2:12])[C:5]([C:8]([OH:10])=[O:9])=[N:6][CH:7]=1.CCO, predict the reaction product. The product is: [Cl:1][C:2]1[CH:3]=[C:4]([CH:11]([CH3:13])[CH3:12])[C:5]([C:8]([OH:10])=[O:9])=[N:6][CH:7]=1. (2) The product is: [OH:40][NH:39][C:13](=[O:14])[CH2:12][CH:11]([C:5]1[CH:6]=[CH:7][C:8]([O:9][CH3:10])=[C:3]([O:2][CH3:1])[CH:4]=1)[N:16]1[CH2:24][C:23]2[C:18](=[CH:19][CH:20]=[CH:21][CH:22]=2)[C:17]1=[O:25]. Given the reactants [CH3:1][O:2][C:3]1[CH:4]=[C:5]([CH:11]([N:16]2[CH2:24][C:23]3[C:18](=[CH:19][CH:20]=[CH:21][CH:22]=3)[C:17]2=[O:25])[CH2:12][C:13](O)=[O:14])[CH:6]=[CH:7][C:8]=1[O:9][CH3:10].C(N1C=CN=C1)(N1C=CN=C1)=O.Cl.[NH2:39][OH:40], predict the reaction product. (3) The product is: [Br:1][C:2]1[C:6]([I:16])=[C:5]([C:7]2[CH:12]=[CH:11][C:10]([F:13])=[CH:9][C:8]=2[Cl:14])[N:4]([CH3:15])[N:3]=1. Given the reactants [Br:1][C:2]1[CH:6]=[C:5]([C:7]2[CH:12]=[CH:11][C:10]([F:13])=[CH:9][C:8]=2[Cl:14])[N:4]([CH3:15])[N:3]=1.[I:16]N1C(=O)CCC1=O, predict the reaction product.